Dataset: Reaction yield outcomes from USPTO patents with 853,638 reactions. Task: Predict the reaction yield, written as a fraction of the theoretical maximum amount of product (1.0 means a 100% yield; for example, 0.34 means a 34% yield). (1) The reactants are [F:1][CH:2]([F:21])[O:3][CH2:4][C@@H:5]1[CH2:9][N:8]([C:10]([O:12][C:13]([CH3:16])([CH3:15])[CH3:14])=[O:11])[C@H:7]([C:17]([O:19]C)=[O:18])[CH2:6]1.[Li+].[OH-].Cl. The catalyst is C1COCC1.CO. The product is [C:13]([O:12][C:10]([N:8]1[CH2:9][C@@H:5]([CH2:4][O:3][CH:2]([F:1])[F:21])[CH2:6][C@H:7]1[C:17]([OH:19])=[O:18])=[O:11])([CH3:16])([CH3:14])[CH3:15]. The yield is 0.990. (2) The reactants are [CH2:1]([O:3][C@H:4]([C:17]([O:19][CH2:20][CH3:21])=[O:18])[CH2:5][C:6]1[CH:16]=[CH:15][C:9]([O:10][CH2:11][C:12]([OH:14])=O)=[CH:8][CH:7]=1)[CH3:2].[C:22]([C:26]1[CH:41]=[CH:40][C:29]([CH2:30][NH:31][CH2:32][C:33]2[CH:38]=[CH:37][C:36]([Cl:39])=[CH:35][CH:34]=2)=[CH:28][CH:27]=1)([CH3:25])([CH3:24])[CH3:23].C(N(CC)C(C)C)(C)C.F[B-](F)(F)F.N1(OC(N(C)C)=[N+](C)C)C2C=CC=CC=2N=N1. The catalyst is C(Cl)Cl. The product is [C:22]([C:26]1[CH:41]=[CH:40][C:29]([CH2:30][N:31]([CH2:32][C:33]2[CH:34]=[CH:35][C:36]([Cl:39])=[CH:37][CH:38]=2)[C:12](=[O:14])[CH2:11][O:10][C:9]2[CH:8]=[CH:7][C:6]([CH2:5][C@H:4]([O:3][CH2:1][CH3:2])[C:17]([O:19][CH2:20][CH3:21])=[O:18])=[CH:16][CH:15]=2)=[CH:28][CH:27]=1)([CH3:25])([CH3:23])[CH3:24]. The yield is 0.270.